Dataset: Full USPTO retrosynthesis dataset with 1.9M reactions from patents (1976-2016). Task: Predict the reactants needed to synthesize the given product. (1) The reactants are: [NH2:1][C:2]1[CH:3]=[C:4]([CH:9]=[CH:10][N:11]=1)[C:5]([O:7][CH3:8])=[O:6].Cl[CH2:13][CH:14]=O.C(=O)([O-])O.[Na+]. Given the product [N:1]1[CH:13]=[CH:14][N:11]2[CH:10]=[CH:9][C:4]([C:5]([O:7][CH3:8])=[O:6])=[CH:3][C:2]=12, predict the reactants needed to synthesize it. (2) Given the product [C:1]([C:5]1[CH:6]=[CH:7][C:8]([C:9]([N:11]([CH2:25][C:26]2[CH:31]=[CH:30][C:29]([C:32]#[C:33][C:34]3[CH:35]=[CH:36][C:37]([CH2:40][CH2:41][CH2:42][CH3:43])=[CH:38][CH:39]=3)=[CH:28][CH:27]=2)[C:12]2[CH:24]=[CH:23][C:15]([OH:16])=[C:14]([CH:13]=2)[C:19]([OH:20])=[O:18])=[O:10])=[CH:44][CH:45]=1)([CH3:3])([CH3:2])[CH3:4], predict the reactants needed to synthesize it. The reactants are: [C:1]([C:5]1[CH:45]=[CH:44][C:8]([C:9]([N:11]([CH2:25][C:26]2[CH:31]=[CH:30][C:29]([C:32]#[C:33][C:34]3[CH:39]=[CH:38][C:37]([CH2:40][CH2:41][CH2:42][CH3:43])=[CH:36][CH:35]=3)=[CH:28][CH:27]=2)[C:12]2[CH:24]=[CH:23][C:15]3[O:16]C(C)(C)[O:18][C:19](=[O:20])[C:14]=3[CH:13]=2)=[O:10])=[CH:7][CH:6]=1)([CH3:4])([CH3:3])[CH3:2].[OH-].[Na+]. (3) Given the product [CH2:1]([O:8][N:9]([CH2:16][C:17]1[C:22]([O:23][CH3:24])=[CH:21][C:20]([O:25][CH3:26])=[CH:19][C:18]=1[O:27][CH3:28])[C:10](=[O:15])[CH2:11][CH2:12][CH:34]1[C:35](=[O:36])[O:37][C:30]([CH3:38])([CH3:29])[O:31][C:32]1=[O:33])[C:2]1[CH:7]=[CH:6][CH:5]=[CH:4][CH:3]=1, predict the reactants needed to synthesize it. The reactants are: [CH2:1]([O:8][N:9]([CH2:16][C:17]1[C:22]([O:23][CH3:24])=[CH:21][C:20]([O:25][CH3:26])=[CH:19][C:18]=1[O:27][CH3:28])[C:10](=[O:15])[CH2:11][C:12](O)=O)[C:2]1[CH:7]=[CH:6][CH:5]=[CH:4][CH:3]=1.[CH3:29][C:30]1([CH3:38])[O:37][C:35](=[O:36])[CH2:34][C:32](=[O:33])[O:31]1.C1CCC(N=C=NC2CCCCC2)CC1.[BH4-].[Na+]. (4) Given the product [Cl:25][CH2:10][C:9]1[C:4]([CH2:3][O:2][CH3:1])=[N:5][C:6]([C:12]2[CH:17]=[CH:16][C:15]([O:18][C:19]([F:22])([F:21])[F:20])=[CH:14][CH:13]=2)=[N:7][CH:8]=1, predict the reactants needed to synthesize it. The reactants are: [CH3:1][O:2][CH2:3][C:4]1[C:9]([CH2:10]O)=[CH:8][N:7]=[C:6]([C:12]2[CH:17]=[CH:16][C:15]([O:18][C:19]([F:22])([F:21])[F:20])=[CH:14][CH:13]=2)[N:5]=1.S(Cl)([Cl:25])=O.